This data is from Peptide-MHC class II binding affinity with 134,281 pairs from IEDB. The task is: Regression. Given a peptide amino acid sequence and an MHC pseudo amino acid sequence, predict their binding affinity value. This is MHC class II binding data. (1) The peptide sequence is YDKFLANVSTVLLGK. The MHC is DRB3_0202 with pseudo-sequence DRB3_0202. The binding affinity (normalized) is 1.00. (2) The binding affinity (normalized) is 0.605. The MHC is HLA-DQA10301-DQB10302 with pseudo-sequence HLA-DQA10301-DQB10302. The peptide sequence is GAYETYKFIPSLEAA. (3) The peptide sequence is EGAVAVRRKRALSAT. The MHC is DRB1_0101 with pseudo-sequence DRB1_0101. The binding affinity (normalized) is 0.326.